Dataset: Catalyst prediction with 721,799 reactions and 888 catalyst types from USPTO. Task: Predict which catalyst facilitates the given reaction. (1) Reactant: [S:1]1[CH:5]=[CH:4][C:3]([S:6]([C:9]2[CH:10]=[C:11]3[C:15](=[CH:16][CH:17]=2)[N:14]([CH3:18])[C:13]2[CH2:19][CH:20]4[NH:24][CH:23]([C:12]3=2)[CH2:22][CH2:21]4)(=[O:8])=[O:7])=[CH:2]1.[ClH:25]. Product: [ClH:25].[S:1]1[CH:5]=[CH:4][C:3]([S:6]([C:9]2[CH:10]=[C:11]3[C:15](=[CH:16][CH:17]=2)[N:14]([CH3:18])[C:13]2[CH2:19][CH:20]4[NH:24][CH:23]([C:12]3=2)[CH2:22][CH2:21]4)(=[O:8])=[O:7])=[CH:2]1. The catalyst class is: 138. (2) Reactant: [Br:1][C:2]1[CH:7]=[CH:6][C:5]([C:8]2[N:20]([CH3:21])[C:11]3=[N:12][CH:13]=[C:14]([C:16]([F:19])([F:18])[F:17])[CH:15]=[C:10]3[N:9]=2)=[C:4]([S:22][CH2:23][CH3:24])[CH:3]=1.Cl[C:26]1C=CC=C(C(OO)=[O:33])[CH:27]=1.C(=O)([O-])O.[Na+].[S:41]([O-:45])([O-])(=[O:43])=S.[Na+].[Na+]. Product: [Br:1][C:2]1[CH:7]=[CH:6][C:5]([C:8]2[N:20]([CH3:21])[C:11]3=[N:12][CH:13]=[C:14]([C:16]([F:18])([F:19])[F:17])[CH:15]=[C:10]3[N:9]=2)=[C:4]([S:22]([CH2:23][CH3:24])=[O:33])[CH:3]=1.[Br:1][C:2]1[CH:7]=[CH:6][C:5]([C:8]2[N:20]([CH3:21])[C:11]3=[N:12][CH:13]=[C:14]([C:16]([F:18])([F:19])[F:17])[CH:15]=[C:10]3[N:9]=2)=[C:4]([S:41]([CH2:26][CH3:27])(=[O:45])=[O:43])[CH:3]=1. The catalyst class is: 22. (3) Reactant: [Li]CCCC.C(NC(C)C)(C)C.[CH:13]1([C:18]([N:20]2[CH2:25][CH2:24][C:23](=[O:26])[CH2:22][C@@H:21]2[CH3:27])=[O:19])[CH2:17][CH2:16][CH2:15][CH2:14]1.C1C=CC(N([S:35]([C:38]([F:41])([F:40])[F:39])(=[O:37])=[O:36])[S:35]([C:38]([F:41])([F:40])[F:39])(=[O:37])=[O:36])=CC=1. Product: [F:39][C:38]([F:41])([F:40])[S:35]([O:26][C:23]1[CH2:22][C@H:21]([CH3:27])[N:20]([C:18]([CH:13]2[CH2:17][CH2:16][CH2:15][CH2:14]2)=[O:19])[CH2:25][CH:24]=1)(=[O:37])=[O:36]. The catalyst class is: 1. (4) Reactant: [C:1]([N:8]1[CH2:13][CH2:12][N:11]([C:14]2[CH:19]=[CH:18][CH:17]=[CH:16][C:15]=2[NH2:20])[CH2:10][CH2:9]1)([O:3][C:4]([CH3:7])([CH3:6])[CH3:5])=[O:2].C(N(CC)CC)C.[CH2:28]([S:30](Cl)(=[O:32])=[O:31])[CH3:29]. Product: [C:1]([N:8]1[CH2:13][CH2:12][N:11]([C:14]2[CH:19]=[CH:18][CH:17]=[CH:16][C:15]=2[NH:20][S:30]([CH2:28][CH3:29])(=[O:32])=[O:31])[CH2:10][CH2:9]1)([O:3][C:4]([CH3:7])([CH3:6])[CH3:5])=[O:2]. The catalyst class is: 124. (5) Reactant: C(OC([N:11]([CH2:15][C:16]1[CH:21]=[C:20]([C:22]([F:25])([F:24])[F:23])[CH:19]=[CH:18][C:17]=1[C:26]1[C:31]([O:32][CH3:33])=[CH:30][CH:29]=[C:28]([CH2:34][C:35]([OH:37])=[O:36])[CH:27]=1)[CH:12]1[CH2:14][CH2:13]1)=O)C1C=CC=CC=1. Product: [CH:12]1([NH:11][CH2:15][C:16]2[CH:21]=[C:20]([C:22]([F:24])([F:25])[F:23])[CH:19]=[CH:18][C:17]=2[C:26]2[C:31]([O:32][CH3:33])=[CH:30][CH:29]=[C:28]([CH2:34][C:35]([OH:37])=[O:36])[CH:27]=2)[CH2:14][CH2:13]1. The catalyst class is: 43. (6) Reactant: [CH2:1]([O:8][C:9]1[C:18]([N+:19]([O-])=O)=[CH:17][CH:16]=[CH:15][C:10]=1[C:11]([O:13][CH3:14])=[O:12])[C:2]1[CH:7]=[CH:6][CH:5]=[CH:4][CH:3]=1.C(O)C.[NH4+].[Cl-].Cl. Product: [NH2:19][C:18]1[C:9]([O:8][CH2:1][C:2]2[CH:7]=[CH:6][CH:5]=[CH:4][CH:3]=2)=[C:10]([CH:15]=[CH:16][CH:17]=1)[C:11]([O:13][CH3:14])=[O:12]. The catalyst class is: 150.